This data is from NCI-60 drug combinations with 297,098 pairs across 59 cell lines. The task is: Regression. Given two drug SMILES strings and cell line genomic features, predict the synergy score measuring deviation from expected non-interaction effect. (1) Drug 1: CN(C(=O)NC(C=O)C(C(C(CO)O)O)O)N=O. Drug 2: C(CN)CNCCSP(=O)(O)O. Cell line: MDA-MB-231. Synergy scores: CSS=2.48, Synergy_ZIP=-0.791, Synergy_Bliss=-0.0849, Synergy_Loewe=-2.68, Synergy_HSA=-3.17. (2) Drug 1: CC1CCC2CC(C(=CC=CC=CC(CC(C(=O)C(C(C(=CC(C(=O)CC(OC(=O)C3CCCCN3C(=O)C(=O)C1(O2)O)C(C)CC4CCC(C(C4)OC)OCCO)C)C)O)OC)C)C)C)OC. Drug 2: CC1C(C(CC(O1)OC2CC(CC3=C2C(=C4C(=C3O)C(=O)C5=CC=CC=C5C4=O)O)(C(=O)C)O)N)O. Cell line: MCF7. Synergy scores: CSS=50.6, Synergy_ZIP=-2.89, Synergy_Bliss=-3.18, Synergy_Loewe=7.63, Synergy_HSA=7.76. (3) Drug 1: CCN(CC)CCNC(=O)C1=C(NC(=C1C)C=C2C3=C(C=CC(=C3)F)NC2=O)C. Drug 2: CC1=C(C(=CC=C1)Cl)NC(=O)C2=CN=C(S2)NC3=CC(=NC(=N3)C)N4CCN(CC4)CCO. Cell line: NCI-H460. Synergy scores: CSS=30.5, Synergy_ZIP=11.2, Synergy_Bliss=13.6, Synergy_Loewe=16.9, Synergy_HSA=18.6. (4) Drug 1: C1CCN(CC1)CCOC2=CC=C(C=C2)C(=O)C3=C(SC4=C3C=CC(=C4)O)C5=CC=C(C=C5)O. Drug 2: N.N.Cl[Pt+2]Cl. Cell line: SK-MEL-5. Synergy scores: CSS=-10.5, Synergy_ZIP=4.36, Synergy_Bliss=1.79, Synergy_Loewe=-5.95, Synergy_HSA=-5.29. (5) Drug 1: C1=CC=C(C=C1)NC(=O)CCCCCCC(=O)NO. Drug 2: C1CN1C2=NC(=NC(=N2)N3CC3)N4CC4. Cell line: KM12. Synergy scores: CSS=37.0, Synergy_ZIP=-1.24, Synergy_Bliss=2.62, Synergy_Loewe=-9.87, Synergy_HSA=6.41. (6) Drug 1: CN(C)C1=NC(=NC(=N1)N(C)C)N(C)C. Drug 2: CCC1(CC2CC(C3=C(CCN(C2)C1)C4=CC=CC=C4N3)(C5=C(C=C6C(=C5)C78CCN9C7C(C=CC9)(C(C(C8N6C)(C(=O)OC)O)OC(=O)C)CC)OC)C(=O)OC)O.OS(=O)(=O)O. Cell line: OVCAR-8. Synergy scores: CSS=11.4, Synergy_ZIP=-7.38, Synergy_Bliss=-10.7, Synergy_Loewe=-51.2, Synergy_HSA=-15.2. (7) Drug 1: COC1=CC(=CC(=C1O)OC)C2C3C(COC3=O)C(C4=CC5=C(C=C24)OCO5)OC6C(C(C7C(O6)COC(O7)C8=CC=CS8)O)O. Drug 2: CC(C)NC(=O)C1=CC=C(C=C1)CNNC.Cl. Cell line: HT29. Synergy scores: CSS=32.7, Synergy_ZIP=-5.63, Synergy_Bliss=0.509, Synergy_Loewe=-55.6, Synergy_HSA=-2.13. (8) Cell line: DU-145. Synergy scores: CSS=50.6, Synergy_ZIP=-0.659, Synergy_Bliss=-2.20, Synergy_Loewe=-0.262, Synergy_HSA=-0.612. Drug 1: CC12CCC3C(C1CCC2=O)CC(=C)C4=CC(=O)C=CC34C. Drug 2: CCCCC(=O)OCC(=O)C1(CC(C2=C(C1)C(=C3C(=C2O)C(=O)C4=C(C3=O)C=CC=C4OC)O)OC5CC(C(C(O5)C)O)NC(=O)C(F)(F)F)O.